This data is from Reaction yield outcomes from USPTO patents with 853,638 reactions. The task is: Predict the reaction yield, written as a fraction of the theoretical maximum amount of product (1.0 means a 100% yield; for example, 0.34 means a 34% yield). (1) The reactants are C[O:2][C:3](=O)[CH2:4][N:5]([CH3:19])[C:6]1[C:15]([N+:16]([O-])=O)=[CH:14][C:9]([C:10]([O:12][CH3:13])=[O:11])=[CH:8][N:7]=1.P(OC1C=CC=CC=1)(OC1C=CC=CC=1)OC1C=CC=CC=1.[H][H]. The catalyst is ClCCl.[NH4+].[O-][V](=O)=O.[Pt]. The product is [CH3:19][N:5]1[CH2:4][C:3](=[O:2])[NH:16][C:15]2[CH:14]=[C:9]([C:10]([O:12][CH3:13])=[O:11])[CH:8]=[N:7][C:6]1=2. The yield is 0.680. (2) The reactants are [NH:1]1[C:9]2[C:4](=[CH:5][CH:6]=[CH:7][CH:8]=2)[C:3]([CH2:10][C:11]#[N:12])=[CH:2]1.CO.[CH:15](=O)[C:16]1[CH:21]=[CH:20][CH:19]=[CH:18][CH:17]=1.C[O-].[Na+]. The product is [NH:1]1[C:9]2[C:4](=[CH:5][CH:6]=[CH:7][CH:8]=2)[C:3]([C:10](=[CH:15][C:16]2[CH:21]=[CH:20][CH:19]=[CH:18][CH:17]=2)[C:11]#[N:12])=[CH:2]1. The catalyst is C(Cl)Cl. The yield is 0.440.